Dataset: Full USPTO retrosynthesis dataset with 1.9M reactions from patents (1976-2016). Task: Predict the reactants needed to synthesize the given product. Given the product [NH2:19][CH2:18][C@@H:17]([N:11]1[CH2:10][C:9]2[C:13](=[CH:14][CH:15]=[C:7]([C:6]3[N:5]([CH3:38])[N:4]=[CH:3][C:2]=3[F:1])[CH:8]=2)[C:12]1=[O:16])[CH2:30][C:31]1[CH:36]=[CH:35][CH:34]=[C:33]([F:37])[CH:32]=1, predict the reactants needed to synthesize it. The reactants are: [F:1][C:2]1[CH:3]=[N:4][N:5]([CH3:38])[C:6]=1[C:7]1[CH:8]=[C:9]2[C:13](=[CH:14][CH:15]=1)[C:12](=[O:16])[N:11]([C@@H:17]([CH2:30][C:31]1[CH:36]=[CH:35][CH:34]=[C:33]([F:37])[CH:32]=1)[CH2:18][N:19]1C(=O)C3C(=CC=CC=3)C1=O)[CH2:10]2.NN.